Dataset: HIV replication inhibition screening data with 41,000+ compounds from the AIDS Antiviral Screen. Task: Binary Classification. Given a drug SMILES string, predict its activity (active/inactive) in a high-throughput screening assay against a specified biological target. (1) The molecule is Cc1ccc2c(c1)S(=O)c1cc(C)ccc1S2. The result is 0 (inactive). (2) The compound is Cc1cc(-c2ccc(C(=O)O)[nH]2)on1. The result is 0 (inactive). (3) The molecule is CCOC(=O)NC(=O)c1cn(CCNCCO)c(=O)[nH]c1=O. The result is 0 (inactive). (4) The compound is C[n+]1c(-c2ccc(C=NNC(=O)c3ccc(C(=O)NN=Cc4ccc(-c5cn6ccccc6[n+]5C)cc4)c(O)c3O)cc2)cn2ccccc21.[Br-]. The result is 1 (active). (5) The molecule is COC(=O)CN(CC(O)C(NC(C)=O)C(O)C=O)C(=O)OCc1ccccc1. The result is 0 (inactive). (6) The drug is Cc1c2c(c(C)c3c1C(=O)c1cc4c(cc1C3=O)OCO4)OCO2. The result is 0 (inactive). (7) The drug is O=c1n(-c2ccccc2)c(=O)n(-c2ccccc2)c(=O)n1-c1ccccc1. The result is 0 (inactive).